Dataset: Tyrosyl-DNA phosphodiesterase HTS with 341,365 compounds. Task: Binary Classification. Given a drug SMILES string, predict its activity (active/inactive) in a high-throughput screening assay against a specified biological target. (1) The drug is O=C1N(C2CCCCCC2)CC(=O)N(C1c1cc(OC)c(OCC)cc1)CCC=1CCCCC1. The result is 0 (inactive). (2) The drug is O(c1cc(C=2N=c3n([nH]cn3)C(c3ccc(cc3)C)C2)ccc1)C. The result is 0 (inactive). (3) The drug is S1CC(=Nn2c(nnc12)c1c(OC)cc(OC)cc1)c1cc(OC)c(OC)cc1. The result is 0 (inactive).